Dataset: Reaction yield outcomes from USPTO patents with 853,638 reactions. Task: Predict the reaction yield, written as a fraction of the theoretical maximum amount of product (1.0 means a 100% yield; for example, 0.34 means a 34% yield). (1) The yield is 0.840. No catalyst specified. The reactants are [CH3:1][O:2][C:3]([C:5]1[C:10](O)=[CH:9][C:8](=[O:12])[N:7]([C:13]2[CH:18]=[CH:17][CH:16]=[CH:15][CH:14]=2)[N:6]=1)=[O:4].P(Cl)(Cl)([Cl:21])=O. The product is [CH3:1][O:2][C:3]([C:5]1[C:10]([Cl:21])=[CH:9][C:8](=[O:12])[N:7]([C:13]2[CH:18]=[CH:17][CH:16]=[CH:15][CH:14]=2)[N:6]=1)=[O:4]. (2) The reactants are [C:1]([NH:11][CH2:12][CH2:13][CH2:14][CH2:15][C:16]1[CH:21]=[CH:20][C:19]([OH:22])=[CH:18][CH:17]=1)([O:3][CH2:4][C:5]1[CH:10]=[CH:9][CH:8]=[CH:7][CH:6]=1)=[O:2].[H-].[Na+].[CH3:25][O:26][CH2:27][CH2:28]Br. The catalyst is C1COCC1.[I-].C([N+](CCCC)(CCCC)CCCC)CCC. The product is [C:1]([NH:11][CH2:12][CH2:13][CH2:14][CH2:15][C:16]1[CH:21]=[CH:20][C:19]([O:22][CH2:28][CH2:27][O:26][CH3:25])=[CH:18][CH:17]=1)([O:3][CH2:4][C:5]1[CH:6]=[CH:7][CH:8]=[CH:9][CH:10]=1)=[O:2]. The yield is 0.640.